From a dataset of Catalyst prediction with 721,799 reactions and 888 catalyst types from USPTO. Predict which catalyst facilitates the given reaction. (1) Reactant: CCOC(/N=N/C(OCC)=O)=O.[Cl:13][C:14]1[CH:19]=[CH:18][C:17]([C:20]2[O:28][C:27]3[CH:26]=[CH:25][N:24]([C:29]4[CH:34]=[CH:33][C:32]([OH:35])=[C:31]([O:36][CH3:37])[CH:30]=4)[C:23](=[O:38])[C:22]=3[CH:21]=2)=[CH:16][CH:15]=1.C1(P(C2C=CC=CC=2)C2C=CC=CC=2)C=CC=CC=1.[CH2:58]([C:60]1([CH2:64]O)[CH2:63][O:62][CH2:61]1)[CH3:59]. Product: [Cl:13][C:14]1[CH:15]=[CH:16][C:17]([C:20]2[O:28][C:27]3[CH:26]=[CH:25][N:24]([C:29]4[CH:34]=[CH:33][C:32]([O:35][CH2:64][C:60]5([CH2:58][CH3:59])[CH2:63][O:62][CH2:61]5)=[C:31]([O:36][CH3:37])[CH:30]=4)[C:23](=[O:38])[C:22]=3[CH:21]=2)=[CH:18][CH:19]=1. The catalyst class is: 1. (2) Reactant: [CH2:1]([C:3]1[S:4][CH:5]=[C:6](/[CH:8]=[CH:9]/[C:10]2[C:11]([O:21][CH2:22][C:23]3[CH:44]=[CH:43][C:26]([O:27][CH2:28][C:29]4[N:30]=[C:31]([C:35]5[CH:36]=[C:37]([CH:40]=[CH:41][CH:42]=5)[C:38]#[N:39])[O:32][C:33]=4[CH3:34])=[C:25]([O:45][CH3:46])[CH:24]=3)=[N:12][N:13]([C:15]3[CH:20]=[CH:19][CH:18]=[CH:17][CH:16]=3)[CH:14]=2)[N:7]=1)[CH3:2].[N-:47]=[N+:48]=[N-:49].[Na+].[Cl-].[NH4+].CN(C)C=O. Product: [CH2:1]([C:3]1[S:4][CH:5]=[C:6](/[CH:8]=[CH:9]/[C:10]2[C:11]([O:21][CH2:22][C:23]3[CH:44]=[CH:43][C:26]([O:27][CH2:28][C:29]4[N:30]=[C:31]([C:35]5[CH:36]=[C:37]([C:38]6[NH:49][N:48]=[N:47][N:39]=6)[CH:40]=[CH:41][CH:42]=5)[O:32][C:33]=4[CH3:34])=[C:25]([O:45][CH3:46])[CH:24]=3)=[N:12][N:13]([C:15]3[CH:16]=[CH:17][CH:18]=[CH:19][CH:20]=3)[CH:14]=2)[N:7]=1)[CH3:2]. The catalyst class is: 6. (3) Reactant: [N:1]1[CH:6]=[CH:5][CH:4]=[CH:3][C:2]=1[C:7]1[N:12]=[CH:11][N:10]=[C:9]([SH:13])[N:8]=1.[C:14](=O)([O-])[O-].[Na+].[Na+].IC. Product: [CH3:14][S:13][C:9]1[N:8]=[C:7]([C:2]2[CH:3]=[CH:4][CH:5]=[CH:6][N:1]=2)[N:12]=[CH:11][N:10]=1. The catalyst class is: 21. (4) Reactant: F[B-](F)(F)F.N1(OC(N(C)C)=[N+](C)C)C2C=CC=CC=2N=N1.[O:23]1[C:27]([C:28]2[CH:36]=[CH:35][C:31]([C:32]([OH:34])=O)=[CH:30][CH:29]=2)=[CH:26][N:25]=[CH:24]1.C(N(CC)C(C)C)(C)C.C(OC([N:53]1[CH2:58][CH2:57][CH:56]([NH:59][CH:60]2[CH2:62][CH2:61]2)[CH2:55][CH2:54]1)=O)(C)(C)C.C. Product: [CH:60]1([N:59]([CH:56]2[CH2:57][CH2:58][NH:53][CH2:54][CH2:55]2)[C:32](=[O:34])[C:31]2[CH:30]=[CH:29][C:28]([C:27]3[O:23][CH:24]=[N:25][CH:26]=3)=[CH:36][CH:35]=2)[CH2:62][CH2:61]1. The catalyst class is: 9. (5) Reactant: [NH2:1][C:2]1[C:12]([Br:13])=[CH:11][C:10]([Br:14])=[CH:9][C:3]=1[C:4]([NH:6][NH:7][CH3:8])=[O:5].N1C=CC=CC=1.Cl[C:22]([O:24][CH3:25])=[O:23]. Product: [NH2:1][C:2]1[C:12]([Br:13])=[CH:11][C:10]([Br:14])=[CH:9][C:3]=1[C:4]([NH:6][N:7]([CH3:8])[C:22]([O:24][CH3:25])=[O:23])=[O:5]. The catalyst class is: 6.